Dataset: Peptide-MHC class I binding affinity with 185,985 pairs from IEDB/IMGT. Task: Regression. Given a peptide amino acid sequence and an MHC pseudo amino acid sequence, predict their binding affinity value. This is MHC class I binding data. (1) The MHC is HLA-B40:01 with pseudo-sequence HLA-B40:01. The peptide sequence is RAIEAQQHL. The binding affinity (normalized) is 0.242. (2) The peptide sequence is CAAYYFMKFR. The MHC is HLA-A03:01 with pseudo-sequence HLA-A03:01. The binding affinity (normalized) is 0.506. (3) The peptide sequence is RDRFKRTSF. The MHC is HLA-B15:17 with pseudo-sequence HLA-B15:17. The binding affinity (normalized) is 0.0847. (4) The peptide sequence is ARLGKGYMF. The MHC is HLA-B15:09 with pseudo-sequence HLA-B15:09. The binding affinity (normalized) is 0.0847. (5) The peptide sequence is LSEGCTPYDI. The MHC is Mamu-B03 with pseudo-sequence Mamu-B03. The binding affinity (normalized) is 0.